From a dataset of Full USPTO retrosynthesis dataset with 1.9M reactions from patents (1976-2016). Predict the reactants needed to synthesize the given product. Given the product [CH3:34][N:2]([CH3:1])[C@@H:3]1[CH2:7][CH2:6][N:5]([C:8]2[CH:13]=[CH:12][C:11]([N:14]3[CH2:23][CH2:22][C:21]4[C:16](=[CH:17][CH:18]=[C:19]([N:35]5[CH2:40][CH2:39][CH2:38][CH2:37][CH2:36]5)[CH:20]=4)[C:15]3=[O:32])=[CH:10][C:9]=2[F:33])[CH2:4]1, predict the reactants needed to synthesize it. The reactants are: [CH3:1][N:2]([CH3:34])[C@@H:3]1[CH2:7][CH2:6][N:5]([C:8]2[CH:13]=[CH:12][C:11]([N:14]3[CH2:23][CH2:22][C:21]4[C:16](=[CH:17][CH:18]=[C:19](OS(C(F)(F)F)(=O)=O)[CH:20]=4)[C:15]3=[O:32])=[CH:10][C:9]=2[F:33])[CH2:4]1.[NH:35]1[CH2:40][CH2:39][CH2:38][CH2:37][CH2:36]1.